This data is from Reaction yield outcomes from USPTO patents with 853,638 reactions. The task is: Predict the reaction yield, written as a fraction of the theoretical maximum amount of product (1.0 means a 100% yield; for example, 0.34 means a 34% yield). (1) The reactants are [CH3:1][C:2]1([CH3:14])[C:6]([CH3:8])([CH3:7])[O:5][B:4]([C:9]2[CH:10]=[N:11][NH:12][CH:13]=2)[O:3]1.C([O-])([O-])=O.[Cs+].[Cs+].FC(F)(F)S(O[CH2:27][C:28]([F:31])([F:30])[F:29])(=O)=O. The catalyst is CN(C=O)C. The product is [CH3:1][C:2]1([CH3:14])[C:6]([CH3:7])([CH3:8])[O:5][B:4]([C:9]2[CH:13]=[N:12][N:11]([CH2:27][C:28]([F:31])([F:30])[F:29])[CH:10]=2)[O:3]1. The yield is 0.780. (2) The reactants are C([O:3][C:4]([C:6]1[C:7]([C:12]2[CH:13]=[C:14]([CH3:18])[CH:15]=[CH:16][CH:17]=2)=[N:8][O:9][C:10]=1[CH3:11])=O)C.C(OC(C1C(C2C=CC=CC=2F)=NOC=1C)=O)C. No catalyst specified. The product is [CH3:11][C:10]1[O:9][N:8]=[C:7]([C:12]2[CH:13]=[C:14]([CH3:18])[CH:15]=[CH:16][CH:17]=2)[C:6]=1[CH2:4][OH:3]. The yield is 0.770. (3) The reactants are [C:1]1([C:7]2[CH:12]=[CH:11][CH:10]=[CH:9][CH:8]=2)[CH:6]=[CH:5][CH:4]=[CH:3][CH:2]=1.C[N:14]([C:16]([O:20]N1N=NC2C=CC=CC1=2)=[N+](C)C)C.F[P-](F)(F)(F)(F)F. The catalyst is CN(C=O)C.CCOC(C)=O. The product is [C:1]1([C:7]2[CH:8]=[CH:9][CH:10]=[CH:11][CH:12]=2)[C:6]([C:16]([NH2:14])=[O:20])=[CH:5][CH:4]=[CH:3][CH:2]=1. The yield is 0.450. (4) The reactants are I[C:2]1[CH:11]=[CH:10][C:9]([O:12][CH2:13][C:14]2[CH:19]=[CH:18][C:17]([O:20][CH3:21])=[CH:16][CH:15]=2)=[C:8]2[C:3]=1[CH:4]=[CH:5][C:6](=O)[NH:7]2.N1CCC[C@H]1C([O-])=O.[Na+].[CH3:32][C:33]1[CH:38]=[CH:37][C:36]([S:39]([O-:41])=[O:40])=[CH:35][CH:34]=1.[Na+].O. The catalyst is CS(C)=O.[Cu]I. The product is [CH3:21][O:20][C:17]1[CH:18]=[CH:19][C:14]([CH2:13][O:12][C:9]2[CH:10]=[CH:11][C:2]([S:39]([C:36]3[CH:37]=[CH:38][C:33]([CH3:32])=[CH:34][CH:35]=3)(=[O:41])=[O:40])=[C:3]3[C:8]=2[N:7]=[CH:6][CH:5]=[CH:4]3)=[CH:15][CH:16]=1. The yield is 0.219. (5) The reactants are [C:1]([OH:12])(=[O:11])[C:2]1[CH:10]=[CH:9][C:5]([C:6]([OH:8])=[O:7])=[CH:4][CH:3]=1.OS(O)(=O)=O.O=S(=O)=O.[CH2:22]=O. No catalyst specified. The product is [C:6]([C:5]1[CH:9]=[C:10]2[C:2](=[CH:3][CH:4]=1)[C:1](=[O:12])[O:11][CH2:22]2)([OH:8])=[O:7]. The yield is 0.830. (6) The reactants are [OH:1][CH2:2][CH:3]1[CH2:8][CH2:7][N:6]([C:9]([O:11][C:12]([CH3:15])([CH3:14])[CH3:13])=[O:10])[CH2:5][CH2:4]1.[S:16](Cl)([C:19]1[CH:25]=[CH:24][C:22]([CH3:23])=[CH:21][CH:20]=1)(=[O:18])=[O:17]. The catalyst is N1C=CC=CC=1. The product is [CH3:23][C:22]1[CH:24]=[CH:25][C:19]([S:16]([O:1][CH2:2][CH:3]2[CH2:8][CH2:7][N:6]([C:9]([O:11][C:12]([CH3:15])([CH3:14])[CH3:13])=[O:10])[CH2:5][CH2:4]2)(=[O:18])=[O:17])=[CH:20][CH:21]=1. The yield is 0.850. (7) The reactants are [F:1][C:2]1[CH:7]=[C:6]([F:8])[CH:5]=[CH:4][C:3]=1[C:9](=[O:11])[CH3:10].[BH4-].[Na+]. The catalyst is C1COCC1.CO. The product is [F:1][C:2]1[CH:7]=[C:6]([F:8])[CH:5]=[CH:4][C:3]=1[CH:9]([OH:11])[CH3:10]. The yield is 0.960. (8) The product is [NH:1]1[CH:5]=[CH:4][C:3]([NH:6][C:7]2[C:16]3[C:11](=[CH:12][C:13]([O:17][CH3:18])=[CH:14][CH:15]=3)[N:10]=[C:9]([C:19]([C:28]3[CH:29]=[CH:30][C:25]([F:24])=[CH:26][CH:27]=3)=[O:21])[N:8]=2)=[N:2]1. The catalyst is CC(N(C)C)=O. The reactants are [NH:1]1[CH:5]=[CH:4][C:3]([NH:6][C:7]2[C:16]3[C:11](=[CH:12][C:13]([O:17][CH3:18])=[CH:14][CH:15]=3)[N:10]=[C:9]([C:19]([O:21]CC)=O)[N:8]=2)=[N:2]1.[F:24][C:25]1[CH:30]=[CH:29][C:28]([Mg]Br)=[CH:27][CH:26]=1.C1COCC1. The yield is 0.600. (9) The reactants are [F:1][C:2]1[CH:7]=[C:6]([O:8][CH2:9][C:10]([F:13])([F:12])[F:11])[C:5]([N+:14]([O-])=O)=[CH:4][N:3]=1. The catalyst is C(O)C.[Pd]. The product is [F:1][C:2]1[N:3]=[CH:4][C:5]([NH2:14])=[C:6]([O:8][CH2:9][C:10]([F:13])([F:11])[F:12])[CH:7]=1. The yield is 0.660.